This data is from Reaction yield outcomes from USPTO patents with 853,638 reactions. The task is: Predict the reaction yield, written as a fraction of the theoretical maximum amount of product (1.0 means a 100% yield; for example, 0.34 means a 34% yield). (1) The reactants are [C:1]([C:3]1[CH:8]=[CH:7][C:6]([N:9]2[C:13]([CH2:14][CH2:15][CH3:16])=[C:12]([C:17]([NH:19][CH:20]3[CH2:22][CH2:21]3)=[O:18])[N:11]=[N:10]2)=[CH:5][CH:4]=1)#[N:2].C([OH:25])C. The yield is 0.240. The catalyst is [Ni]. The product is [NH2:2][C:1]([C:3]1[CH:8]=[CH:7][C:6]([N:9]2[C:13]([CH2:14][CH2:15][CH3:16])=[C:12]([C:17]([NH:19][CH:20]3[CH2:22][CH2:21]3)=[O:18])[N:11]=[N:10]2)=[CH:5][CH:4]=1)=[O:25]. (2) The reactants are [O:1]=[C:2]([CH2:8][C:9](=[O:11])[CH3:10])[C:3]([O:5][CH2:6][CH3:7])=[O:4].C(OCC)(OCC)O[CH2:14][CH3:15].[Cl-].[NH4+]. The catalyst is C(O)C. The product is [CH2:14]([O:11][C:9]([CH3:10])=[CH:8][C:2](=[O:1])[C:3]([O:5][CH2:6][CH3:7])=[O:4])[CH3:15]. The yield is 0.790. (3) The reactants are C([O:8][C:9]1[N:14]=[C:13]([NH:15][C:16]2[CH:21]=[CH:20][C:19]([C:22]3[N:23]=[C:24]([N:33]4[CH2:38][CH2:37][O:36][CH2:35][C@@H:34]4[CH3:39])[C:25]4[CH2:31][CH2:30][N:29]([CH3:32])[CH2:28][C:26]=4[N:27]=3)=[CH:18][CH:17]=2)[CH:12]=[CH:11][CH:10]=1)C1C=CC=CC=1.C(OC1N=C(NC2C=CC(C3N=C(N4CCOC[C@@H]4C)C4CCNCC=4N=3)=CC=2)C=CC=1)C1C=CC=CC=1.CCN(C(C)C)C(C)C.CI. The catalyst is CN(C=O)C.O. The product is [CH3:32][N:29]1[CH2:30][CH2:31][C:25]2[C:24]([N:33]3[CH2:38][CH2:37][O:36][CH2:35][C@@H:34]3[CH3:39])=[N:23][C:22]([C:19]3[CH:18]=[CH:17][C:16]([NH:15][C:13]4[NH:14][C:9](=[O:8])[CH:10]=[CH:11][CH:12]=4)=[CH:21][CH:20]=3)=[N:27][C:26]=2[CH2:28]1. The yield is 1.00. (4) The reactants are C([O:8][C:9](=[O:21])[NH:10][C:11]1C=CC2OCC[O:18][C:13]=2[CH:12]=1)C1C=CC=CC=1.[Li][CH2:23]CCC.[C:27]([O:32][CH2:33][C@H:34]1[O:36][CH2:35]1)(=O)[CH2:28][CH2:29][CH3:30].C([O-])([O-])=O.[Cs+].[Cs+]. The catalyst is C1COCC1.CC(=O)OCC. The product is [O:32]1[C:27]2[CH:28]=[CH:29][C:30]([N:10]3[CH2:11][C@@H:12]([CH2:13][OH:18])[O:8][C:9]3=[O:21])=[CH:23][C:35]=2[O:36][CH2:34][CH2:33]1. The yield is 0.620. (5) The reactants are C(OC([N:8]1[C:12]2[CH:13]=[CH:14][C:15]([Cl:17])=[CH:16][C:11]=2[N:10]=[C:9]1[CH:18]([NH:24][C:25](=[O:40])[C:26]1[CH:31]=[CH:30][C:29]([C:32]([N:34]2[CH2:38][CH2:37][CH2:36][CH2:35]2)=[O:33])=[C:28]([CH3:39])[CH:27]=1)[CH2:19][CH2:20][C:21]([OH:23])=O)=O)(C)(C)C.CN(C(ON1N=NC2C=CC=CC1=2)=[N+](C)C)C.[B-](F)(F)(F)F.C(N(C(C)C)CC)(C)C.[NH:72]1[CH2:78][CH2:77][CH2:76][C@H:73]1[CH2:74][OH:75].FC(F)(F)C(O)=O.ClCl. The catalyst is C(#N)C.C(OCC)(=O)C.C(O)C. The product is [Cl:17][C:15]1[CH:14]=[CH:13][C:12]2[NH:8][C:9]([C@@H:18]([NH:24][C:25](=[O:40])[C:26]3[CH:31]=[CH:30][C:29]([C:32]([N:34]4[CH2:35][CH2:36][CH2:37][CH2:38]4)=[O:33])=[C:28]([CH3:39])[CH:27]=3)[CH2:19][CH2:20][C:21]([N:72]3[CH2:78][CH2:77][CH2:76][C@H:73]3[CH2:74][OH:75])=[O:23])=[N:10][C:11]=2[CH:16]=1. The yield is 0.600. (6) The reactants are [CH2:1]([O:8][C:9]([NH:11][C@H:12]1[CH2:16][CH2:15][N:14]([C@H:17]2[CH2:22][CH2:21][C@@H:20]([NH:23][C:24]([O:26][C:27]([CH3:30])([CH3:29])[CH3:28])=[O:25])[CH2:19][C@H:18]2C(N)=O)[C:13]1=[O:34])=[O:10])[C:2]1[CH:7]=[CH:6][CH:5]=[CH:4][CH:3]=1.[C:35]([OH:38])(=O)[CH3:36].C(O)(=O)C.IC1C=CC=CC=1.C([N:53](CC)C(C)C)(C)C.C(OC(=O)C)(=O)C. The catalyst is C(#N)C. The product is [C:35]([NH:53][C@H:18]1[C@@H:17]([N:14]2[CH2:15][CH2:16][C@H:12]([NH:11][C:9]([O:8][CH2:1][C:2]3[CH:7]=[CH:6][CH:5]=[CH:4][CH:3]=3)=[O:10])[C:13]2=[O:34])[CH2:22][CH2:21][C@@H:20]([NH:23][C:24](=[O:25])[O:26][C:27]([CH3:29])([CH3:30])[CH3:28])[CH2:19]1)(=[O:38])[CH3:36]. The yield is 0.840. (7) The reactants are [Cl:1][C:2]1[CH:7]=[CH:6][CH:5]=[CH:4][C:3]=1[CH:8]([O:10][C:11]([NH:13][C:14]1[C:15]([C:19]2[CH:32]=[CH:31][C:22]([CH2:23][S:24][CH2:25][CH2:26]C(OC)=O)=[CH:21][CH:20]=2)=[N:16][O:17][CH:18]=1)=[O:12])[CH3:9].SCC[S:36]([O-:39])(=[O:38])=[O:37].[Na+]. No catalyst specified. The product is [Cl:1][C:2]1[CH:7]=[CH:6][CH:5]=[CH:4][C:3]=1[CH:8]([O:10][C:11]([NH:13][C:14]1[C:15]([C:19]2[CH:20]=[CH:21][C:22]([CH2:23][S:24][CH2:25][CH2:26][S:36]([OH:39])(=[O:38])=[O:37])=[CH:31][CH:32]=2)=[N:16][O:17][CH:18]=1)=[O:12])[CH3:9]. The yield is 0.390.